Task: Predict which catalyst facilitates the given reaction.. Dataset: Catalyst prediction with 721,799 reactions and 888 catalyst types from USPTO (1) Reactant: C[O:2][C:3]1[CH:8]=[CH:7][CH:6]=[CH:5][C:4]=1[C:9]1[N:10]=[C:11]([N:19]2[CH2:24][CH2:23][CH:22]([NH:25][C:26](=[O:32])[O:27][CH2:28][CH:29]([CH3:31])[CH3:30])[CH2:21][CH2:20]2)[C:12]2[C:17]([CH3:18])=[CH:16][S:15][C:13]=2[N:14]=1.B(Br)(Br)Br.C([O-])(O)=O.[Na+]. Product: [OH:2][C:3]1[CH:8]=[CH:7][CH:6]=[CH:5][C:4]=1[C:9]1[N:10]=[C:11]([N:19]2[CH2:24][CH2:23][CH:22]([NH:25][C:26](=[O:32])[O:27][CH2:28][CH:29]([CH3:30])[CH3:31])[CH2:21][CH2:20]2)[C:12]2[C:17]([CH3:18])=[CH:16][S:15][C:13]=2[N:14]=1. The catalyst class is: 2. (2) Reactant: [F:1][C:2]1[C:3]([C:22]([NH:24][CH3:25])=[O:23])=[CH:4][C:5]2[NH:9][C:8](=[O:10])[N:7]([CH:11]3[CH2:16][CH2:15][N:14]([CH2:17][C:18](O)=[O:19])[CH2:13][CH2:12]3)[C:6]=2[CH:21]=1.C(N(CC)CC)C.[ClH:33].[CH3:34][C:35]1([CH3:41])[CH2:40][CH2:39][NH:38][CH2:37][CH2:36]1.F[P-](F)(F)(F)(F)F.N1(O[P+](N2CCCC2)(N2CCCC2)N2CCCC2)C2C=CC=CC=2N=N1. Product: [Cl-:33].[CH3:34][C:35]1([CH3:41])[CH2:40][CH2:39][N:38]([C:18](=[O:19])[CH2:17][NH+:14]2[CH2:13][CH2:12][CH:11]([N:7]3[C:6]4[CH:21]=[C:2]([F:1])[C:3]([C:22]([NH:24][CH3:25])=[O:23])=[CH:4][C:5]=4[NH:9][C:8]3=[O:10])[CH2:16][CH2:15]2)[CH2:37][CH2:36]1. The catalyst class is: 42. (3) Reactant: [CH2:1]([C:5]1[CH:13]=[CH:12][C:8]2[NH:9][N:10]=[N:11][C:7]=2[CH:6]=1)[CH2:2][CH2:3][CH3:4].[OH-].[Na+].[N+]([O-])([O-])=O.[Ag+:20]. Product: [CH2:1]([C:5]1[CH:13]=[CH:12][C:8]2[NH:9][N:10]=[N:11][C:7]=2[CH:6]=1)[CH2:2][CH2:3][CH3:4].[Ag:20]. The catalyst class is: 6. (4) Reactant: [O:1]1[CH2:3][C:2]21[CH2:9][CH:8]1[N:10]([C:11]([O:13][CH2:14][C:15]3[CH:20]=[CH:19][CH:18]=[CH:17][CH:16]=3)=[O:12])[CH:5]([CH2:6][CH2:7]1)[CH2:4]2.C([O-])(O)=O.[Na+].C(OCC)(=O)C. Product: [CH:3]([CH:2]1[CH2:4][CH:5]2[N:10]([C:11]([O:13][CH2:14][C:15]3[CH:16]=[CH:17][CH:18]=[CH:19][CH:20]=3)=[O:12])[CH:8]([CH2:7][CH2:6]2)[CH2:9]1)=[O:1]. The catalyst class is: 7. (5) Reactant: [C-:1]#[N:2].[Na+].Cl[C:5]1[CH:6]=[C:7]([C:11]2[N:12]=[N:13][C:14]([NH:17][CH2:18][C:19]([C:22]3[CH:27]=[CH:26][C:25]([F:28])=[CH:24][CH:23]=3)([CH3:21])[CH3:20])=[CH:15][N:16]=2)[CH:8]=[CH:9][CH:10]=1. Product: [F:28][C:25]1[CH:26]=[CH:27][C:22]([C:19]([CH3:21])([CH3:20])[CH2:18][NH:17][C:14]2[N:13]=[N:12][C:11]([C:7]3[CH:6]=[C:5]([CH:10]=[CH:9][CH:8]=3)[C:1]#[N:2])=[N:16][CH:15]=2)=[CH:23][CH:24]=1. The catalyst class is: 37. (6) Reactant: [CH3:1][S:2](Cl)(=[O:4])=[O:3].[CH:6]([C:9]1[N:13]=[C:12]([N:14]2[CH2:19][CH2:18][CH:17]([CH2:20][CH2:21][CH2:22][OH:23])[CH2:16][CH2:15]2)[O:11][N:10]=1)([CH3:8])[CH3:7].CCN(CC)CC. Product: [CH:6]([C:9]1[N:13]=[C:12]([N:14]2[CH2:19][CH2:18][CH:17]([CH2:20][CH2:21][CH2:22][O:23][S:2]([CH3:1])(=[O:4])=[O:3])[CH2:16][CH2:15]2)[O:11][N:10]=1)([CH3:8])[CH3:7]. The catalyst class is: 2. (7) Reactant: [OH:1][C:2]1[N:3]=[CH:4][C:5]([C:8]([OH:10])=[O:9])=[N:6][CH:7]=1.Cl.O1CCOC[CH2:13]1. Product: [OH:1][C:2]1[N:3]=[CH:4][C:5]([C:8]([O:10][CH3:13])=[O:9])=[N:6][CH:7]=1. The catalyst class is: 5.